From a dataset of Forward reaction prediction with 1.9M reactions from USPTO patents (1976-2016). Predict the product of the given reaction. (1) Given the reactants Cl[C:2]1[C:11]2=[N:12][N:13](CC3C=CC(OC)=CC=3)[CH:14]=[C:10]2[C:9]2[CH:8]=[CH:7][CH:6]=[CH:5][C:4]=2[N:3]=1.[NH2:24][C:25]1[CH:35]=[CH:34][C:28]2[O:29][CH2:30][C:31](=[O:33])[NH:32][C:27]=2[CH:26]=1.Cl, predict the reaction product. The product is: [CH:14]1[C:10]2[C:9]3[CH:8]=[CH:7][CH:6]=[CH:5][C:4]=3[N:3]=[C:2]([NH:24][C:25]3[CH:35]=[CH:34][C:28]4[O:29][CH2:30][C:31](=[O:33])[NH:32][C:27]=4[CH:26]=3)[C:11]=2[NH:12][N:13]=1. (2) The product is: [F:19][C:18]([F:21])([F:20])[C:17]([NH:16][C:13]1[CH:14]=[CH:15][C:10]([CH2:9][N:5]2[CH2:6][CH2:7][N:2]([CH3:1])[CH2:3][CH2:4]2)=[C:11]([C:23]([F:26])([F:25])[F:24])[CH:12]=1)=[O:22]. Given the reactants [CH3:1][N:2]1[CH2:7][CH2:6][NH:5][CH2:4][CH2:3]1.Br[CH2:9][C:10]1[CH:15]=[CH:14][C:13]([NH:16][C:17](=[O:22])[C:18]([F:21])([F:20])[F:19])=[CH:12][C:11]=1[C:23]([F:26])([F:25])[F:24], predict the reaction product. (3) Given the reactants [F:1][C:2]1[C:3]([CH3:11])=[C:4]([CH:8]=[CH:9][CH:10]=1)[C:5]([OH:7])=[O:6].CN(C)CCN(C)C.[Li]C(CC)C.[Br:25][C:26]1[CH:33]=[CH:32][C:31]([O:34][CH3:35])=[CH:30][C:27]=1[CH2:28]Br, predict the reaction product. The product is: [Br:25][C:26]1[CH:33]=[CH:32][C:31]([O:34][CH3:35])=[CH:30][C:27]=1[CH2:28][CH2:11][C:3]1[C:2]([F:1])=[CH:10][CH:9]=[CH:8][C:4]=1[C:5]([OH:7])=[O:6]. (4) Given the reactants [I:1][C:2]1[C:10]2[C:5](=[N:6][CH:7]=[CH:8][CH:9]=2)[NH:4][CH:3]=1.[H-].[Na+].[Si:13](Cl)([C:16]([CH3:19])([CH3:18])[CH3:17])([CH3:15])[CH3:14].O, predict the reaction product. The product is: [C:16]([Si:13]([CH3:15])([CH3:14])[N:4]1[C:5]2=[N:6][CH:7]=[CH:8][CH:9]=[C:10]2[C:2]([I:1])=[CH:3]1)([CH3:19])([CH3:18])[CH3:17]. (5) Given the reactants [O:1]([C:8]1[CH:16]=[CH:15][C:11]([C:12](Cl)=[O:13])=[CH:10][CH:9]=1)[C:2]1[CH:7]=[CH:6][CH:5]=[CH:4][CH:3]=1.[CH:17]1([C:23]2[CH:41]=[CH:40][C:26]([CH2:27][NH:28][C:29]3[CH:30]=[CH:31][C:32]([OH:39])=[C:33]([CH:38]=3)[C:34]([O:36][CH3:37])=[O:35])=[CH:25][CH:24]=2)[CH2:22][CH2:21][CH2:20][CH2:19][CH2:18]1.C([O-])(O)=O.[Na+], predict the reaction product. The product is: [CH:17]1([C:23]2[CH:41]=[CH:40][C:26]([CH2:27][N:28]([C:29]3[CH:30]=[CH:31][C:32]([OH:39])=[C:33]([CH:38]=3)[C:34]([O:36][CH3:37])=[O:35])[C:12](=[O:13])[C:11]3[CH:15]=[CH:16][C:8]([O:1][C:2]4[CH:7]=[CH:6][CH:5]=[CH:4][CH:3]=4)=[CH:9][CH:10]=3)=[CH:25][CH:24]=2)[CH2:22][CH2:21][CH2:20][CH2:19][CH2:18]1. (6) Given the reactants Cl.[NH2:2][CH2:3][C:4]#[N:5].[Na].Cl.[NH2:8]O.[H-].[Na+].CO[C:14]([C:16]1[C:24]2[C:19](=[CH:20][CH:21]=[CH:22][CH:23]=2)[N:18]([CH2:25][C:26]2[CH:31]=[CH:30][CH:29]=[CH:28][CH:27]=2)[N:17]=1)=[O:15], predict the reaction product. The product is: [CH2:25]([N:18]1[C:19]2[C:24](=[CH:23][CH:22]=[CH:21][CH:20]=2)[C:16]([C:14]2[O:15][N:8]=[C:4]([CH2:3][NH2:2])[N:5]=2)=[N:17]1)[C:26]1[CH:31]=[CH:30][CH:29]=[CH:28][CH:27]=1. (7) Given the reactants [C:1]([O:5][C:6](=[O:30])[NH:7][C@@H:8]([CH2:26][CH:27]([CH3:29])[CH3:28])[CH2:9][O:10][C:11]1[CH:12]=[CH:13][C:14]2[C:24]3[C:19](=[CH:20][N:21]=[CH:22][CH:23]=3)[CH:18]([CH3:25])[O:17][C:15]=2[CH:16]=1)([CH3:4])([CH3:3])[CH3:2].C1C(=O)N([I:38])C(=O)C1, predict the reaction product. The product is: [C:1]([O:5][C:6](=[O:30])[NH:7][C@@H:8]([CH2:26][CH:27]([CH3:29])[CH3:28])[CH2:9][O:10][C:11]1[C:12]([I:38])=[CH:13][C:14]2[C:24]3[C:19](=[CH:20][N:21]=[CH:22][CH:23]=3)[CH:18]([CH3:25])[O:17][C:15]=2[CH:16]=1)([CH3:3])([CH3:2])[CH3:4].